Dataset: Full USPTO retrosynthesis dataset with 1.9M reactions from patents (1976-2016). Task: Predict the reactants needed to synthesize the given product. Given the product [Br:11][CH2:7][C:6]1[CH:9]=[CH:10][C:3]([CH:2]=[O:1])=[CH:4][CH:5]=1, predict the reactants needed to synthesize it. The reactants are: [OH:1][CH2:2][C:3]1[CH:10]=[CH:9][C:6]([CH:7]=O)=[CH:5][CH:4]=1.[BrH:11].